Dataset: Peptide-MHC class I binding affinity with 185,985 pairs from IEDB/IMGT. Task: Regression. Given a peptide amino acid sequence and an MHC pseudo amino acid sequence, predict their binding affinity value. This is MHC class I binding data. (1) The peptide sequence is MTSYQYLII. The MHC is Mamu-A01 with pseudo-sequence Mamu-A01. The binding affinity (normalized) is 0.237. (2) The peptide sequence is RSTLANGWY. The MHC is HLA-B15:09 with pseudo-sequence HLA-B15:09. The binding affinity (normalized) is 0.0847.